From a dataset of Full USPTO retrosynthesis dataset with 1.9M reactions from patents (1976-2016). Predict the reactants needed to synthesize the given product. Given the product [C:26]([O:1][CH:2]([CH2:18][N:19]1[CH2:20][CH2:21][N:22]([CH3:25])[CH2:23][CH2:24]1)[CH2:3][O:4][C:5]1[CH:14]=[C:13]2[C:8]([C:9](=[O:15])[NH:10][CH:11]=[N:12]2)=[CH:7][C:6]=1[O:16][CH3:17])(=[O:28])[CH3:27], predict the reactants needed to synthesize it. The reactants are: [OH:1][CH:2]([CH2:18][N:19]1[CH2:24][CH2:23][N:22]([CH3:25])[CH2:21][CH2:20]1)[CH2:3][O:4][C:5]1[CH:14]=[C:13]2[C:8]([C:9](=[O:15])[NH:10][CH:11]=[N:12]2)=[CH:7][C:6]=1[O:16][CH3:17].[C:26](OC(=O)C)(=[O:28])[CH3:27].O.